Dataset: Catalyst prediction with 721,799 reactions and 888 catalyst types from USPTO. Task: Predict which catalyst facilitates the given reaction. (1) The catalyst class is: 19. Product: [NH2:9][C:5]1[CH:4]=[CH:3][C:2]([F:1])=[CH:7][C:6]=1[OH:8]. Reactant: [F:1][C:2]1[CH:3]=[CH:4][C:5]([N+:9]([O-])=O)=[C:6]([OH:8])[CH:7]=1. (2) Reactant: [C:1]([N:8]1[CH2:12][C@@H:11]([N:13]([C:22](=[O:28])[C:23]([C:26]#[N:27])([CH3:25])[CH3:24])[CH:14]2[CH2:19][CH2:18][C:17]([CH3:21])([CH3:20])[CH2:16][CH2:15]2)[CH2:10][C@H:9]1[C:29]([N:31]([CH3:33])[CH3:32])=[O:30])([O:3][C:4]([CH3:7])([CH3:6])[CH3:5])=[O:2].[H][H]. Product: [C:1]([N:8]1[CH2:12][C@@H:11]([N:13]([C:22](=[O:28])[C:23]([CH3:24])([CH3:25])[CH2:26][NH2:27])[CH:14]2[CH2:19][CH2:18][C:17]([CH3:20])([CH3:21])[CH2:16][CH2:15]2)[CH2:10][C@H:9]1[C:29]([N:31]([CH3:32])[CH3:33])=[O:30])([O:3][C:4]([CH3:7])([CH3:6])[CH3:5])=[O:2]. The catalyst class is: 19. (3) Reactant: C([O:3][C:4](=[O:13])[C:5]1[CH:10]=[CH:9][C:8]([Br:11])=[CH:7][C:6]=1[NH2:12])C.[OH-].[Na+]. Product: [NH2:12][C:6]1[CH:7]=[C:8]([Br:11])[CH:9]=[CH:10][C:5]=1[C:4]([OH:13])=[O:3]. The catalyst class is: 8. (4) Reactant: [CH2:1]([C:4]1[C:12]([N+:13]([O-:15])=[O:14])=[CH:11][CH:10]=[CH:9][C:5]=1[C:6]([OH:8])=O)[CH:2]=[CH2:3].[CH2:16]([C:20]1[CH:25]=[C:24]([CH3:26])[N:23]=[C:22]([O:27][CH3:28])[C:21]=1[CH2:29][NH2:30])[CH2:17][CH:18]=[CH2:19].C1C=NC2N(O)N=NC=2C=1.C(Cl)CCl.CN1CCOCC1. Product: [CH2:1]([C:4]1[C:12]([N+:13]([O-:15])=[O:14])=[CH:11][CH:10]=[CH:9][C:5]=1[C:6]([NH:30][CH2:29][C:21]1[C:22]([O:27][CH3:28])=[N:23][C:24]([CH3:26])=[CH:25][C:20]=1[CH2:16][CH2:17][CH:18]=[CH2:19])=[O:8])[CH:2]=[CH2:3]. The catalyst class is: 58. (5) Product: [CH3:5][C:6]1[CH:15]=[CH:14][C:13]2[C:8](=[CH:9][CH:10]=[CH:11][C:12]=2[N:16]2[CH2:17][CH2:18][N:19]([CH2:22][CH2:23][C:24]3[CH:25]=[C:26]([N:27]4[CH2:34][C:35]5[C:40](=[CH:39][CH:38]=[CH:37][CH:36]=5)[C:31]4=[O:32])[CH:28]=[CH:29][CH:30]=3)[CH2:20][CH2:21]2)[N:7]=1. Reactant: C[Al](C)C.[CH3:5][C:6]1[CH:15]=[CH:14][C:13]2[C:8](=[CH:9][CH:10]=[CH:11][C:12]=2[N:16]2[CH2:21][CH2:20][N:19]([CH2:22][CH2:23][C:24]3[CH:25]=[C:26]([CH:28]=[CH:29][CH:30]=3)[NH2:27])[CH2:18][CH2:17]2)[N:7]=1.[C:31]1([C:40]2[C:35](=[CH:36][CH:37]=[CH:38][CH:39]=2)[CH2:34]O1)=[O:32].C(N(CC)C(C)C)(C)C.CS(Cl)(=O)=O. The catalyst class is: 4. (6) Reactant: [NH2:1][C:2]1[C:3]([F:11])=[C:4]([CH:8]=[CH:9][CH:10]=1)[C:5]([OH:7])=[O:6].CCN(C(C)C)C(C)C.Br[CH2:22][CH2:23][O:24][CH2:25][CH2:26][Br:27].[CH3:28][CH2:29][O:30][C:31]([CH3:33])=O. Product: [F:11][C:3]1[C:2]([N:1]2[CH2:33][CH2:31][O:30][CH2:29][CH2:28]2)=[CH:10][CH:9]=[CH:8][C:4]=1[C:5]([O:7][CH2:22][CH2:23][O:24][CH2:25][CH2:26][Br:27])=[O:6]. The catalyst class is: 3. (7) Reactant: [C:1]([O:5][C:6](=[O:25])[N:7]([CH2:9][C:10]1[CH:14]=[C:13](Br)[N:12]([S:16]([C:19]2[CH:20]=[N:21][CH:22]=[CH:23][CH:24]=2)(=[O:18])=[O:17])[CH:11]=1)[CH3:8])([CH3:4])([CH3:3])[CH3:2].[CH3:26][C:27]1[CH:32]=[CH:31][N:30]=[CH:29][C:28]=1B(O)O.C(=O)([O-])O.[Na+].COCCOC. Product: [CH3:8][N:7]([CH2:9][C:10]1[CH:14]=[C:13]([C:28]2[CH:29]=[N:30][CH:31]=[CH:32][C:27]=2[CH3:26])[N:12]([S:16]([C:19]2[CH:20]=[N:21][CH:22]=[CH:23][CH:24]=2)(=[O:18])=[O:17])[CH:11]=1)[C:6](=[O:25])[O:5][C:1]([CH3:4])([CH3:3])[CH3:2]. The catalyst class is: 103. (8) Reactant: C([Li])CCC.C(NC(C)C)(C)C.[CH:13]1([C:16]([O:18][C:19]([CH3:22])([CH3:21])[CH3:20])=[O:17])[CH2:15][CH2:14]1.Br[CH2:24][CH2:25][CH2:26][CH:27]([Br:29])[CH3:28]. Product: [Br:29][CH:27]([CH3:28])[CH2:26][CH2:25][CH2:24][C:13]1([C:16]([O:18][C:19]([CH3:22])([CH3:21])[CH3:20])=[O:17])[CH2:15][CH2:14]1. The catalyst class is: 323.